From a dataset of Catalyst prediction with 721,799 reactions and 888 catalyst types from USPTO. Predict which catalyst facilitates the given reaction. (1) Reactant: [ClH:1].[CH2:2]([O:9][C:10]([NH:12][CH2:13][CH2:14][CH2:15][C@@H:16]([NH:19]C(OC(C)(C)C)=O)[CH2:17][OH:18])=[O:11])[C:3]1[CH:8]=[CH:7][CH:6]=[CH:5][CH:4]=1.C(OCC)(=O)C. Product: [ClH:1].[CH2:2]([O:9][C:10]([NH:12][CH2:13][CH2:14][CH2:15][C@@H:16]([NH2:19])[CH2:17][OH:18])=[O:11])[C:3]1[CH:4]=[CH:5][CH:6]=[CH:7][CH:8]=1. The catalyst class is: 5. (2) Reactant: [Cl:1][C:2]1[C:10]([C:11]([C:14]#[N:15])([CH3:13])[CH3:12])=[CH:9][CH:8]=[CH:7][C:3]=1[C:4]([OH:6])=O.C(Cl)(=O)C(Cl)=O.CN(C)C=O.[NH2:27][C:28]1[C:29]([F:53])=[CH:30][C:31]([Cl:52])=[C:32]([CH:51]=1)[O:33][C:34]1[CH:48]=[CH:47][C:37]2[N:38]=[C:39]([NH:41][C:42]([CH:44]3[CH2:46][CH2:45]3)=[O:43])[S:40][C:36]=2[C:35]=1[C:49]#[N:50]. Product: [Cl:1][C:2]1[C:10]([C:11]([C:14]#[N:15])([CH3:13])[CH3:12])=[CH:9][CH:8]=[CH:7][C:3]=1[C:4]([NH:27][C:28]1[CH:51]=[C:32]([O:33][C:34]2[CH:48]=[CH:47][C:37]3[N:38]=[C:39]([NH:41][C:42]([CH:44]4[CH2:46][CH2:45]4)=[O:43])[S:40][C:36]=3[C:35]=2[C:49]#[N:50])[C:31]([Cl:52])=[CH:30][C:29]=1[F:53])=[O:6]. The catalyst class is: 54. (3) Reactant: Cl[C:2]1[N:12]=[C:11]2[C:5]([N:6]([CH3:22])[C:7](=[O:21])[CH2:8][CH2:9][N:10]2[CH2:13][CH2:14][N:15]2[CH2:20][CH2:19][CH2:18][CH2:17][CH2:16]2)=[CH:4][N:3]=1.[NH2:23][C:24]1[CH:39]=[CH:38][C:27]([C:28]([NH:30][CH:31]2[CH2:36][CH2:35]N(C)[CH2:33][CH2:32]2)=[O:29])=[CH:26][C:25]=1[O:40][CH3:41].O.[C:43]1(C)C=CC(S(O)(=O)=O)=CC=1.CO. Product: [CH:31]1([NH:30][C:28](=[O:29])[C:27]2[CH:38]=[CH:39][C:24]([NH:23][C:2]3[N:12]=[C:11]4[C:5]([N:6]([CH3:22])[C:7](=[O:21])[CH2:8][CH2:9][N:10]4[CH2:13][CH2:14][N:15]4[CH2:20][CH2:19][CH2:18][CH2:17][CH2:16]4)=[CH:4][N:3]=3)=[C:25]([O:40][CH3:41])[CH:26]=2)[CH2:32][CH2:33][CH2:43][CH2:35][CH2:36]1. The catalyst class is: 41. (4) Reactant: [NH2:1][C:2]1[CH:3]=[C:4]([C:8]2[O:12][N:11]=[C:10]([C:13]([O:15][CH2:16][CH3:17])=[O:14])[CH:9]=2)[CH:5]=[CH:6][CH:7]=1.C(N(CC)CC)C.Cl.[C:26]([N:29]1[CH2:34][CH2:33][CH:32]([C:35](Cl)=[O:36])[CH2:31][CH2:30]1)(=[O:28])[CH3:27].Cl. Product: [C:26]([N:29]1[CH2:30][CH2:31][CH:32]([C:35]([NH:1][C:2]2[CH:3]=[C:4]([C:8]3[O:12][N:11]=[C:10]([C:13]([O:15][CH2:16][CH3:17])=[O:14])[CH:9]=3)[CH:5]=[CH:6][CH:7]=2)=[O:36])[CH2:33][CH2:34]1)(=[O:28])[CH3:27]. The catalyst class is: 2. (5) Reactant: [CH2:1]([C:4]1[CH:9]=[CH:8][C:7]([CH:10]2[CH2:19][CH2:18][C:13]3(OCC[O:14]3)[CH2:12][CH2:11]2)=[CH:6][CH:5]=1)[CH2:2][CH3:3].C(O)(C(F)(F)F)=O. The catalyst class is: 95. Product: [CH2:1]([C:4]1[CH:9]=[CH:8][C:7]([CH:10]2[CH2:11][CH2:12][C:13](=[O:14])[CH2:18][CH2:19]2)=[CH:6][CH:5]=1)[CH2:2][CH3:3].